Dataset: Full USPTO retrosynthesis dataset with 1.9M reactions from patents (1976-2016). Task: Predict the reactants needed to synthesize the given product. (1) Given the product [CH3:31][O:30][C:27]1[CH:28]=[C:29]2[C:24](=[CH:25][C:26]=1[O:32][CH3:33])[N:23]=[CH:22][CH:21]=[C:20]2[O:19][C:18]1[C:13]([C:42]2[CH:43]=[C:38]([C:35](=[O:37])[CH3:36])[CH:39]=[CH:40][CH:41]=2)=[N:14][C:15]([CH3:34])=[CH:16][CH:17]=1, predict the reactants needed to synthesize it. The reactants are: CN(C)C=O.C(=O)([O-])[O-].[K+].[K+].I[C:13]1[C:18]([O:19][C:20]2[C:29]3[C:24](=[CH:25][C:26]([O:32][CH3:33])=[C:27]([O:30][CH3:31])[CH:28]=3)[N:23]=[CH:22][CH:21]=2)=[CH:17][CH:16]=[C:15]([CH3:34])[N:14]=1.[C:35]([C:38]1[CH:39]=[C:40](B(O)O)[CH:41]=[CH:42][CH:43]=1)(=[O:37])[CH3:36]. (2) Given the product [Br:8][CH2:37][CH2:36][CH2:35][S:32]([C:30]1[CH:29]=[CH:28][C:11]([C:12]([NH:14][C:15]2[CH:20]=[CH:19][C:18]([Cl:21])=[C:17]([C:22]3[CH:27]=[CH:26][CH:25]=[CH:24][N:23]=3)[CH:16]=2)=[O:13])=[C:10]([Cl:9])[CH:31]=1)(=[O:34])=[O:33], predict the reactants needed to synthesize it. The reactants are: C1C(=O)N([Br:8])C(=O)C1.[Cl:9][C:10]1[CH:31]=[C:30]([S:32]([CH2:35][CH2:36][CH2:37]O)(=[O:34])=[O:33])[CH:29]=[CH:28][C:11]=1[C:12]([NH:14][C:15]1[CH:20]=[CH:19][C:18]([Cl:21])=[C:17]([C:22]2[CH:27]=[CH:26][CH:25]=[CH:24][N:23]=2)[CH:16]=1)=[O:13].C1(P(C2C=CC=CC=2)C2C=CC=CC=2)C=CC=CC=1. (3) The reactants are: Br[C:2]1[CH:7]=[C:6]([O:8][CH3:9])[CH:5]=[C:4]([CH:10]([CH3:12])[CH3:11])[CH:3]=1.[Li]CCCC.CCCCCC.CN([CH:27]=[O:28])C.Cl. Given the product [CH:10]([C:4]1[CH:3]=[C:2]([CH:7]=[C:6]([O:8][CH3:9])[CH:5]=1)[CH:27]=[O:28])([CH3:12])[CH3:11], predict the reactants needed to synthesize it. (4) Given the product [Cl:8][C:6]1[CH:5]=[C:4]([C:9]2[O:10][C:11]([CH3:14])=[CH:12][CH:13]=2)[N:3]=[C:2]([NH:16][CH3:15])[N:7]=1, predict the reactants needed to synthesize it. The reactants are: Cl[C:2]1[N:7]=[C:6]([Cl:8])[CH:5]=[C:4]([C:9]2[O:10][C:11]([CH3:14])=[CH:12][CH:13]=2)[N:3]=1.[CH3:15][NH2:16].CCO. (5) Given the product [CH:15]1[C:27]2[CH2:26][C:25]3[C:20](=[CH:21][CH:22]=[CH:23][CH:24]=3)[C:19]=2[CH:18]=[CH:17][C:16]=1[C:28]([N:7]1[C:8]2[CH:14]=[CH:13][CH:12]=[CH:11][C:9]=2[CH2:10][N:4]2[CH:3]=[CH:2][CH:1]=[C:5]2[CH2:6]1)=[O:29], predict the reactants needed to synthesize it. The reactants are: [CH:1]1[CH:2]=[CH:3][N:4]2[CH2:10][C:9]3[CH:11]=[CH:12][CH:13]=[CH:14][C:8]=3[NH:7][CH2:6][C:5]=12.[CH:15]1[C:27]2[CH2:26][C:25]3[C:20](=[CH:21][CH:22]=[CH:23][CH:24]=3)[C:19]=2[CH:18]=[CH:17][C:16]=1[C:28](Cl)=[O:29].C1C2CC3C(=CC=CC=3)C=2C=CC=1C(O)=O.S(Cl)(Cl)=O.CN(C)C1C=CC=CC=1. (6) The reactants are: [Si:1]([O:8][CH:9]1[CH2:14][N:13]([C:15]([O:17][C:18]([CH3:21])([CH3:20])[CH3:19])=[O:16])[CH2:12][CH:11]([C:22](OC)=[O:23])[CH2:10]1)([C:4]([CH3:7])([CH3:6])[CH3:5])([CH3:3])[CH3:2].[Li+].[BH4-].C(O)(=O)CC(CC(O)=O)(C(O)=O)O. Given the product [Si:1]([O:8][CH:9]1[CH2:10][CH:11]([CH2:22][OH:23])[CH2:12][N:13]([C:15]([O:17][C:18]([CH3:21])([CH3:20])[CH3:19])=[O:16])[CH2:14]1)([C:4]([CH3:7])([CH3:6])[CH3:5])([CH3:3])[CH3:2], predict the reactants needed to synthesize it. (7) Given the product [CH2:5]([NH:12][C:13]1[CH:18]=[CH:17][C:16]([CH2:19][CH2:20][N+:21]([O-:23])=[O:22])=[CH:15][CH:14]=1)[C:6]1[CH:7]=[CH:8][CH:9]=[CH:10][CH:11]=1, predict the reactants needed to synthesize it. The reactants are: C(O)(=O)C.[CH2:5]([NH:12][C:13]1[CH:18]=[CH:17][C:16](/[CH:19]=[CH:20]/[N+:21]([O-:23])=[O:22])=[CH:15][CH:14]=1)[C:6]1[CH:11]=[CH:10][CH:9]=[CH:8][CH:7]=1.[BH4-].[Na+]. (8) Given the product [C:1]([O:5][C:6]([NH:8][C@@H:9]([CH2:42][C:43]1[CH:48]=[CH:47][CH:46]=[CH:45][CH:44]=1)[CH2:10][C@@H:11]1[O:15][C:14]([CH3:16])([CH3:17])[N:13]([C:18]([O:20][CH2:21][C:22]2[CH:23]=[CH:24][CH:25]=[CH:26][CH:27]=2)=[O:19])[C@H:12]1[CH2:28][C:29]1[CH:30]=[CH:31][C:32]([C:56]2[CH:57]=[N:58][CH:59]=[CH:60][CH:61]=2)=[CH:33][CH:34]=1)=[O:7])([CH3:2])([CH3:3])[CH3:4], predict the reactants needed to synthesize it. The reactants are: [C:1]([O:5][C:6]([NH:8][C@@H:9]([CH2:42][C:43]1[CH:48]=[CH:47][CH:46]=[CH:45][CH:44]=1)[CH2:10][C@@H:11]1[O:15][C:14]([CH3:17])([CH3:16])[N:13]([C:18]([O:20][CH2:21][C:22]2[CH:27]=[CH:26][CH:25]=[CH:24][CH:23]=2)=[O:19])[C@H:12]1[CH2:28][C:29]1[CH:34]=[CH:33][C:32](OC(=O)C(F)(F)F)=[CH:31][CH:30]=1)=[O:7])([CH3:4])([CH3:3])[CH3:2].[Li+].[Cl-].C([Sn](CCCC)(CCCC)[C:56]1[CH:57]=[N:58][CH:59]=[CH:60][CH:61]=1)CCC. (9) Given the product [F:25][C:26]1[CH:27]=[C:28]([NH:37][C:38]([C@@H:40]2[N:49]([C:75]([C@@H:73]3[CH2:74][C@H:71]([C:69]([O:68][CH2:61][C:62]4[CH:63]=[CH:64][CH:65]=[CH:66][CH:67]=4)=[O:70])[CH2:72]3)=[O:76])[CH2:48][CH2:47][C:46]3[N:45]=[C:44]([O:50][CH3:51])[CH:43]=[CH:42][C:41]2=3)=[O:39])[CH:29]=[C:30]2[C:34]=1[C:33]([CH3:35])([CH3:36])[CH2:32][CH2:31]2, predict the reactants needed to synthesize it. The reactants are: CN(C(ON1N=NC2C=CC=NC1=2)=[N+](C)C)C.F[P-](F)(F)(F)(F)F.[F:25][C:26]1[CH:27]=[C:28]([NH:37][C:38]([C@@H:40]2[NH:49][CH2:48][CH2:47][C:46]3[N:45]=[C:44]([O:50][CH3:51])[CH:43]=[CH:42][C:41]2=3)=[O:39])[CH:29]=[C:30]2[C:34]=1[C:33]([CH3:36])([CH3:35])[CH2:32][CH2:31]2.CCN(C(C)C)C(C)C.[CH2:61]([O:68][C:69]([C@@H:71]1[CH2:74][C@H:73]([C:75](O)=[O:76])[CH2:72]1)=[O:70])[C:62]1[CH:67]=[CH:66][CH:65]=[CH:64][CH:63]=1. (10) Given the product [CH2:7]([C:11]1[CH:12]=[CH:13][C:14]([C:15]([NH:31][C:28]2[CH:29]=[CH:30][C:24]3[O:23][C:22]([N:21]([CH3:20])[CH:32]4[CH2:33][CH2:34][N:35]([CH3:38])[CH2:36][CH2:37]4)=[N:26][C:25]=3[CH:27]=2)=[O:17])=[CH:18][CH:19]=1)[CH2:8][CH2:9][CH3:10], predict the reactants needed to synthesize it. The reactants are: C(Cl)(=O)C(Cl)=O.[CH2:7]([C:11]1[CH:19]=[CH:18][C:14]([C:15]([OH:17])=O)=[CH:13][CH:12]=1)[CH2:8][CH2:9][CH3:10].[CH3:20][N:21]([CH:32]1[CH2:37][CH2:36][N:35]([CH3:38])[CH2:34][CH2:33]1)[C:22]1[O:23][C:24]2[CH:30]=[CH:29][C:28]([NH2:31])=[CH:27][C:25]=2[N:26]=1.N1C=CC=CC=1.